Dataset: Forward reaction prediction with 1.9M reactions from USPTO patents (1976-2016). Task: Predict the product of the given reaction. (1) The product is: [CH3:12][C:9]([CH3:10])([CH3:11])[C@@H:8]([C:13]([OH:15])=[O:14])[NH:7][C:5]([N:4]([CH2:16][CH2:17][CH2:18][CH:19]=[CH2:20])[CH2:1][CH2:3][CH3:21])=[O:6]. Given the reactants [CH:1]([N:4]([CH2:16][CH2:17][CH2:18][CH:19]=[CH2:20])[C:5]([NH:7][C@H:8]([C:13]([OH:15])=[O:14])[C:9]([CH3:12])([CH3:11])[CH3:10])=[O:6])([CH3:3])C.[CH2:21](N)CC, predict the reaction product. (2) Given the reactants [CH3:1][NH:2][C:3]1[CH:10]=[CH:9][C:6]([O:7][CH3:8])=[CH:5][CH:4]=1.Cl[C:12]1[C:13]2[S:20][CH:19]=[C:18]([CH3:21])[C:14]=2[N:15]=[CH:16][N:17]=1, predict the reaction product. The product is: [CH3:8][O:7][C:6]1[CH:9]=[CH:10][C:3]([N:2]([CH3:1])[C:12]2[C:13]3[S:20][CH:19]=[C:18]([CH3:21])[C:14]=3[N:15]=[CH:16][N:17]=2)=[CH:4][CH:5]=1. (3) Given the reactants [N:1]([CH2:4][CH2:5][O:6][CH2:7][CH2:8][O:9][CH2:10][CH2:11][O:12][CH2:13][CH2:14][O:15][CH2:16][CH2:17][O:18][CH2:19][CH2:20][N:21]=[N+]=[N-])=[N+:2]=[N-:3].C1(P(C2C=CC=CC=2)C2C=CC=CC=2)C=CC=CC=1, predict the reaction product. The product is: [N:1]([CH2:4][CH2:5][O:6][CH2:7][CH2:8][O:9][CH2:10][CH2:11][O:12][CH2:13][CH2:14][O:15][CH2:16][CH2:17][O:18][CH2:19][CH2:20][NH2:21])=[N+:2]=[N-:3].